This data is from Reaction yield outcomes from USPTO patents with 853,638 reactions. The task is: Predict the reaction yield, written as a fraction of the theoretical maximum amount of product (1.0 means a 100% yield; for example, 0.34 means a 34% yield). The yield is 0.810. The reactants are Br[C:2]1[CH:11]=[CH:10][C:5]([C:6]([O:8][CH3:9])=[O:7])=[CH:4][C:3]=1[C:12]([F:15])([F:14])[F:13].[CH3:16][C:17]1[C:18](B(O)O)=[CH:19][S:20][CH:21]=1.C(=O)([O-])[O-].[K+].[K+]. The catalyst is C1(C)C=CC=CC=1.O.C1C=CC([P]([Pd]([P](C2C=CC=CC=2)(C2C=CC=CC=2)C2C=CC=CC=2)([P](C2C=CC=CC=2)(C2C=CC=CC=2)C2C=CC=CC=2)[P](C2C=CC=CC=2)(C2C=CC=CC=2)C2C=CC=CC=2)(C2C=CC=CC=2)C2C=CC=CC=2)=CC=1. The product is [CH3:16][C:17]1[C:18]([C:2]2[CH:11]=[CH:10][C:5]([C:6]([O:8][CH3:9])=[O:7])=[CH:4][C:3]=2[C:12]([F:15])([F:14])[F:13])=[CH:19][S:20][CH:21]=1.